The task is: Binary Classification. Given a miRNA mature sequence and a target amino acid sequence, predict their likelihood of interaction.. This data is from Experimentally validated miRNA-target interactions with 360,000+ pairs, plus equal number of negative samples. (1) The miRNA is hsa-miR-3668 with sequence AAUGUAGAGAUUGAUCAAAAU. The protein sequence of the target gene is MAVPVPLGRFGSFCLRLLRLLALLELLVHPVLGRVHHLALKDDVRHKVHLNTFGFFKDGYMVVNVSSLSVNEPEGATDKDAEIGFSLDRTKNDGFSSYLDEDVNYCILKKKSMSSVTLVILDISGSIVKVRSPPEAGKQLPEIVFSKDEKILSQSQEPAVSSNPKDSEARRTLDGFKAGRSTVDSKAITERSFSIHKNDGVVSFQFFFNISTDDQEGLYSLYFHKCSGNNVKPGEQASFSLNIAITEKNPNSYLSAGEIPLPKLYVSMALFFFLSGTIWIHILRKRRNDVFKIHWLMAAL.... Result: 0 (no interaction). (2) The miRNA is hsa-miR-4999-5p with sequence UGCUGUAUUGUCAGGUAGUGA. The protein sequence of the target gene is MAKLRVAYEYTEAEDKSIRLGLFLIISGVVSLFIFGFCWLSPALQDLQATEANCTVLSVQQIGEVFECTFTCGADCRGTSQYPCVQVYVNNSESNSRALLHSDEHQLLTNPKCSYIPPCKRENQKNLESVMNWQQYWKDEIGSQPFTCYFNQHQRPDDVLLHRTHDEIVLLHCFLWPLVTFVVGVLIVVLTICAKSLAVKAEAMKKRKFS. Result: 0 (no interaction). (3) The miRNA is mmu-miR-15a-5p with sequence UAGCAGCACAUAAUGGUUUGUG. The protein sequence of the target gene is MKHFLRMLIQVCLYFYCKFLWRCMKFVMRKLTGRCELQRICYGTKPGASRTMKIETSLRDSKSKLLQTSVSVHPDAIEKTIDDIMELKKINPDINPQLGISLQACLLQIVGYRNLIADVEKLRREPYDSDNPQHEEMLLKLWELLKPNTPLESRVSKQWCEIGFQGDDPKTDFRGMGLLGLYNLQYFAERDATVAQQVLSDSVHPKCSKFSKIEWEKKKMDKAIGYSFAIVGINITDLAYNLLVSGALKTHFYNIAPEAPTLSHFQQTFCYLMHEFHKFWIEEDPMDIMEFNRVREKFRK.... Result: 1 (interaction).